This data is from Forward reaction prediction with 1.9M reactions from USPTO patents (1976-2016). The task is: Predict the product of the given reaction. (1) Given the reactants [CH2:1]([N:3]([CH2:24][CH3:25])[C:4](=[O:23])[C:5]1[CH:10]=[CH:9][C:8]([CH:11]([OH:22])[C:12]2[CH:13]=[CH:14][CH:15]=[C:16]3[C:21]=2[N:20]=[CH:19][CH:18]=[CH:17]3)=[CH:7][CH:6]=1)[CH3:2].[Cr](O[Cr]([O-])(=O)=O)([O-])(=O)=O.[NH+]1C=CC=CC=1.[NH+]1C=CC=CC=1, predict the reaction product. The product is: [CH2:24]([N:3]([CH2:1][CH3:2])[C:4](=[O:23])[C:5]1[CH:6]=[CH:7][C:8]([C:11]([C:12]2[CH:13]=[CH:14][CH:15]=[C:16]3[C:21]=2[N:20]=[CH:19][CH:18]=[CH:17]3)=[O:22])=[CH:9][CH:10]=1)[CH3:25]. (2) Given the reactants [CH:1]1[N:6]=[C:5]2[N:7]([C@@H:10]3[O:14][C@H:13]([CH2:15][O:16][P:17]([O:20][P:21]([O:24][P:25]([OH:28])([OH:27])=[O:26])([OH:23])=[O:22])([OH:19])=[O:18])[C@@H:12]([OH:29])[CH2:11]3)[CH:8]=[N:9][C:4]2=[C:3]([NH2:30])[N:2]=1.P(OC[C@H]1O[C@@H](N2C=CC(N)=NC2=O)C[C@@H]1O)(OP(OP(O)(O)=O)(O)=O)(=O)[OH:32].P(OC[C@H]1O[C@@H](N2C3N=C(N)NC(=O)C=3N=C2)C[C@@H]1O)(OP(OP(O)(O)=O)(O)=O)(=O)O.OP(=O)(OC[C@H]1O[C@@H](N2C=C(C)C(=O)NC2=O)C[C@@H]1O)OP(=O)(OP(=O)(O)O)O, predict the reaction product. The product is: [P:17]([O:16][CH2:15][C@H:13]1[O:14][C@@H:10]([N:7]2[C:5]3[N:6]=[CH:1][N:2]=[C:3]([NH2:30])[C:4]=3[N:9]=[CH:8]2)[C@H:11]([OH:32])[C@@H:12]1[OH:29])([O:20][P:21]([O:24][P:25]([OH:28])([OH:27])=[O:26])([OH:23])=[O:22])(=[O:19])[OH:18]. (3) Given the reactants Cl[C:2]1[CH:8]2[CH2:9][CH:5]([CH2:6][CH2:7]2)[C:4](=[O:10])[CH:3]=1.[Cl:11][C:12]1[CH:20]=[CH:19][C:15]([C:16]([OH:18])=[O:17])=[CH:14][CH:13]=1.C(N(C(C)C)CC)(C)C.C1(C)C=CC=CC=1, predict the reaction product. The product is: [Cl:11][C:12]1[CH:20]=[CH:19][C:15]([C:16]([O:18][C:2]2[CH:8]3[CH2:9][CH:5]([CH2:6][CH2:7]3)[C:4](=[O:10])[CH:3]=2)=[O:17])=[CH:14][CH:13]=1. (4) Given the reactants [H-].[H-].[H-].[H-].[Li+].[Al+3].S(=O)(=O)(O)O.[CH3:12][O:13][C:14]1[CH:19]=[CH:18][C:17]([CH:20]=[C:21]([N+:24]([O-])=O)[CH2:22][CH3:23])=[CH:16][C:15]=1CCC.[OH-].[Na+].[CH2:32]1C[O:35][CH2:34][CH2:33]1, predict the reaction product. The product is: [CH3:12][O:13][C:14]1[CH:19]=[CH:18][C:17]([CH2:20][CH:21]([NH2:24])[CH2:22][CH3:23])=[CH:16][C:15]=1[O:35][CH2:34][CH2:33][CH3:32]. (5) Given the reactants [N:1]1([C:6]([O:8][C@H:9]2[CH2:14][CH2:13][C@H:12]([NH:15][C:16]3[N:24]=[C:23]4[C:19]([NH:20][C:21](=[O:33])[N:22]4[C:25]4[CH:30]=[CH:29][CH:28]=[CH:27][C:26]=4[O:31][CH3:32])=[C:18]([C:34]([O:36]CC)=O)[N:17]=3)[CH2:11][CH2:10]2)=[O:7])C=CN=C1.[NH2:39]C1C(C(OCC)=O)=NC(N[C@H]2CC[C@H](O)CC2)=NC=1NC1C=CC=CC=1OC, predict the reaction product. The product is: [C:6](=[O:7])([O:8][C@H:9]1[CH2:10][CH2:11][C@H:12]([NH:15][C:16]2[N:24]=[C:23]3[C:19]([NH:20][C:21](=[O:33])[N:22]3[C:25]3[CH:30]=[CH:29][CH:28]=[CH:27][C:26]=3[O:31][CH3:32])=[C:18]([C:34](=[O:36])[NH2:39])[N:17]=2)[CH2:13][CH2:14]1)[NH2:1]. (6) Given the reactants Cl.Cl.[NH2:3][CH2:4][CH2:5][N:6]1[C:14]2[C:13]([NH:15][C:16]3[CH:39]=[CH:38][C:19]([O:20][C:21]4[CH:22]=[C:23]([CH:31]=[C:32]([C:34]([F:37])([F:36])[F:35])[CH:33]=4)[C:24]([NH:26][C:27]([CH3:30])([CH3:29])[CH3:28])=[O:25])=[C:18]([Cl:40])[CH:17]=3)=[N:12][CH:11]=[N:10][C:9]=2[CH:8]=[CH:7]1.[CH3:41][S:42]([CH2:45][C:46](O)=[O:47])(=[O:44])=[O:43].Cl.C(N=C=NCCCN(C)C)C.ON1C2C=CC=CC=2N=N1, predict the reaction product. The product is: [C:27]([NH:26][C:24](=[O:25])[C:23]1[CH:31]=[C:32]([C:34]([F:36])([F:37])[F:35])[CH:33]=[C:21]([O:20][C:19]2[CH:38]=[CH:39][C:16]([NH:15][C:13]3[C:14]4[N:6]([CH2:5][CH2:4][NH:3][C:46](=[O:47])[CH2:45][S:42]([CH3:41])(=[O:44])=[O:43])[CH:7]=[CH:8][C:9]=4[N:10]=[CH:11][N:12]=3)=[CH:17][C:18]=2[Cl:40])[CH:22]=1)([CH3:30])([CH3:28])[CH3:29]. (7) Given the reactants [Br:1][C:2]1[C:3]([I:25])=[C:4]2[N:10]=[C:9]([C:11]3[CH:16]=[CH:15][C:14]([C:17]([N:19]4[CH2:24][CH2:23][O:22][CH2:21][CH2:20]4)=O)=[CH:13][CH:12]=3)[NH:8][C:5]2=[N:6][CH:7]=1.B.CO, predict the reaction product. The product is: [Br:1][C:2]1[C:3]([I:25])=[C:4]2[N:10]=[C:9]([C:11]3[CH:12]=[CH:13][C:14]([CH2:17][N:19]4[CH2:20][CH2:21][O:22][CH2:23][CH2:24]4)=[CH:15][CH:16]=3)[NH:8][C:5]2=[N:6][CH:7]=1. (8) Given the reactants [F:1][C:2]([F:34])([F:33])[C:3]1[CH:4]=[C:5]([CH:26]=[C:27]([C:29]([F:32])([F:31])[F:30])[CH:28]=1)[CH2:6][O:7][C:8]1[CH:16]=[CH:15][C:14]2[NH:13][C:12]3[CH:17]([CH2:20][C:21]([O:23]CC)=[O:22])[CH2:18][CH2:19][C:11]=3[C:10]=2[CH:9]=1.[Li+].[OH-].Cl, predict the reaction product. The product is: [F:32][C:29]([F:30])([F:31])[C:27]1[CH:26]=[C:5]([CH:4]=[C:3]([C:2]([F:33])([F:34])[F:1])[CH:28]=1)[CH2:6][O:7][C:8]1[CH:16]=[CH:15][C:14]2[NH:13][C:12]3[CH:17]([CH2:20][C:21]([OH:23])=[O:22])[CH2:18][CH2:19][C:11]=3[C:10]=2[CH:9]=1. (9) Given the reactants [F:1][C:2]1[C:3]2[O:28][N:27]=[C:26]([C:29]3[N:30]([CH3:34])[CH:31]=[CH:32][N:33]=3)[C:4]=2[CH:5]=[C:6]2[C:19]=1[N:18]1[CH2:20][C@@H:21]([CH3:25])[O:22][C@@H:23]([CH3:24])[C@H:17]1[C:8]1([C:13](=[O:14])[NH:12][C:11](=[O:15])[NH:10][C:9]1=[O:16])[CH2:7]2, predict the reaction product. The product is: [F:1][C:2]1[C:3]2[O:28][N:27]=[C:26]([C:29]3[N:30]([CH3:34])[CH:31]=[CH:32][N:33]=3)[C:4]=2[CH:5]=[C:6]2[C:19]=1[N:18]1[CH2:20][C@@H:21]([CH3:25])[O:22][C@@H:23]([CH3:24])[C@@H:17]1[C:8]1([C:13](=[O:14])[NH:12][C:11](=[O:15])[NH:10][C:9]1=[O:16])[CH2:7]2. (10) Given the reactants P(Cl)(Cl)(Cl)=O.[C:6]([O:10][C:11]([N:13]1[CH2:18][CH2:17][CH2:16][CH:15]([C:19](=O)[NH2:20])[CH2:14]1)=[O:12])([CH3:9])([CH3:8])[CH3:7].C(OCC)(=O)C, predict the reaction product. The product is: [C:6]([O:10][C:11]([N:13]1[CH2:18][CH2:17][CH2:16][CH:15]([C:19]#[N:20])[CH2:14]1)=[O:12])([CH3:9])([CH3:7])[CH3:8].